Dataset: Full USPTO retrosynthesis dataset with 1.9M reactions from patents (1976-2016). Task: Predict the reactants needed to synthesize the given product. (1) Given the product [C:1]([O:5][C:6]([N:8]1[CH2:9][CH2:10][N:11]([C:14](=[O:30])[C:15]2[CH:20]=[CH:19][C:18]([N:21]3[C@H:25]([CH2:26][O:27][CH3:33])[CH2:24][O:23][C:22]3=[O:28])=[C:17]([F:29])[CH:16]=2)[CH2:12][CH2:13]1)=[O:7])([CH3:4])([CH3:2])[CH3:3], predict the reactants needed to synthesize it. The reactants are: [C:1]([O:5][C:6]([N:8]1[CH2:13][CH2:12][N:11]([C:14](=[O:30])[C:15]2[CH:20]=[CH:19][C:18]([N:21]3[C@H:25]([CH2:26][OH:27])[CH2:24][O:23][C:22]3=[O:28])=[C:17]([F:29])[CH:16]=2)[CH2:10][CH2:9]1)=[O:7])([CH3:4])([CH3:3])[CH3:2].[H-].[Na+].[CH3:33]I. (2) Given the product [N:56]1([CH2:65][CH2:66][O:67][C:68](=[O:69])[NH:34][C:10]2[C:11]([CH3:12])=[C:5]3[C:4]([NH:16][C:17]4[CH:22]=[CH:21][C:20]([O:23][C:24]5[CH:29]=[CH:28][CH:27]=[CH:26][C:25]=5[O:30][CH3:31])=[CH:19][CH:18]=4)=[C:3]([C:1]#[N:2])[CH:8]=[N:7][N:6]3[CH:9]=2)[CH2:61][CH2:60][O:59][CH2:58][CH2:57]1, predict the reactants needed to synthesize it. The reactants are: [C:1]([C:3]1[CH:8]=[N:7][N:6]2[CH:9]=[C:10](C(O)=O)[C:11]([CH3:12])=[C:5]2[C:4]=1[NH:16][C:17]1[CH:22]=[CH:21][C:20]([O:23][C:24]2[CH:29]=[CH:28][CH:27]=[CH:26][C:25]=2[O:30][CH3:31])=[CH:19][CH:18]=1)#[N:2].CC[N:34](CC)CC.C1C=CC(P(N=[N+]=[N-])(C2C=CC=CC=2)=O)=CC=1.[N:56]1(CCO)[CH2:61][CH2:60][O:59][CH2:58][CH2:57]1.[CH3:65][CH2:66][O:67][C:68](C)=[O:69]. (3) Given the product [C:1]([O:5][C:6](=[O:23])[CH2:7][C@H:8]1[CH2:9][C@@H:10]([CH2:11][O:12][C:13](=[O:20])[C:14]2[CH:15]=[CH:16][CH:17]=[CH:18][CH:19]=2)[O:21][C:26]([CH3:28])([CH3:27])[O:22]1)([CH3:4])([CH3:2])[CH3:3], predict the reactants needed to synthesize it. The reactants are: [C:1]([O:5][C:6](=[O:23])[CH2:7][CH:8]([OH:22])[CH2:9][C@H:10]([OH:21])[CH2:11][O:12][C:13](=[O:20])[C:14]1[CH:19]=[CH:18][CH:17]=[CH:16][CH:15]=1)([CH3:4])([CH3:3])[CH3:2].CO[C:26](OC)([CH3:28])[CH3:27].C1(C)C=CC(S(O)(=O)=O)=CC=1.N1C=CN=C1. (4) Given the product [F:11][C:10]1[CH:9]=[C:8]2[C:4]([C:5]([CH:12]=[O:13])=[CH:6][NH:7]2)=[CH:3][C:2]=1[C:19]1[CH:20]=[CH:21][C:16]([CH2:15][OH:14])=[CH:17][CH:18]=1, predict the reactants needed to synthesize it. The reactants are: Br[C:2]1[CH:3]=[C:4]2[C:8](=[CH:9][C:10]=1[F:11])[NH:7][CH:6]=[C:5]2[CH:12]=[O:13].[OH:14][CH2:15][C:16]1[CH:21]=[CH:20][C:19](B(O)O)=[CH:18][CH:17]=1.C(O)C.C(=O)([O-])[O-].[K+].[K+]. (5) Given the product [CH2:8]1[CH:3]([N:2]([CH2:10][C:11]2[CH:16]=[CH:15][CH:14]=[CH:13][CH:12]=2)[CH2:10][C:11]2[CH:16]=[CH:15][CH:14]=[CH:13][CH:12]=2)[CH2:4][CH2:5][CH:6]([OH:9])[CH2:7]1, predict the reactants needed to synthesize it. The reactants are: Cl.[NH2:2][C@H:3]1[CH2:8][CH2:7][C@H:6]([OH:9])[CH2:5][CH2:4]1.[CH2:10](Br)[C:11]1[CH:16]=[CH:15][CH:14]=[CH:13][CH:12]=1.C(=O)([O-])[O-].[K+].[K+]. (6) Given the product [OH:8][CH2:9][CH2:10][N:11]1[CH2:15][CH2:14][N:13]([C:16]2[C:20]([NH:21][C:22]([C:24]3[N:25]=[C:26]([C:29]4[CH:34]=[CH:33][N:32]=[C:31]([NH:35][CH2:43][C:44]([F:45])([F:47])[F:46])[CH:30]=4)[O:27][CH:28]=3)=[O:23])=[CH:19][N:18]([CH3:48])[N:17]=2)[C:12]1=[O:49], predict the reactants needed to synthesize it. The reactants are: C([O:8][CH2:9][CH2:10][N:11]1[CH2:15][CH2:14][N:13]([C:16]2[C:20]([NH:21][C:22]([C:24]3[N:25]=[C:26]([C:29]4[CH:34]=[CH:33][N:32]=[C:31]([N:35]([CH2:43][C:44]([F:47])([F:46])[F:45])C(=O)OC(C)(C)C)[CH:30]=4)[O:27][CH:28]=3)=[O:23])=[CH:19][N:18]([CH3:48])[N:17]=2)[C:12]1=[O:49])C1C=CC=CC=1.